This data is from Full USPTO retrosynthesis dataset with 1.9M reactions from patents (1976-2016). The task is: Predict the reactants needed to synthesize the given product. (1) Given the product [CH2:1]([O:3][C:4]([C:6]1[C:10]([N+:11]([O-:13])=[O:12])=[CH:9][N:8]([CH2:19][C:20]([F:23])([F:22])[F:21])[N:7]=1)=[O:5])[CH3:2], predict the reactants needed to synthesize it. The reactants are: [CH2:1]([O:3][C:4]([C:6]1[C:10]([N+:11]([O-:13])=[O:12])=[CH:9][NH:8][N:7]=1)=[O:5])[CH3:2].CS(O[CH2:19][C:20]([F:23])([F:22])[F:21])(=O)=O. (2) Given the product [C:12]([O:16][C:17](=[O:41])[C:18]1[CH:23]=[CH:22][C:21]([C:24](=[O:39])[CH2:25][C@:26]([C:8]#[N:9])([C:31]2[CH:36]=[C:35]([Cl:37])[CH:34]=[C:33]([Cl:38])[CH:32]=2)[C:27]([F:28])([F:30])[F:29])=[CH:20][C:19]=1[CH3:40])([CH3:15])([CH3:14])[CH3:13], predict the reactants needed to synthesize it. The reactants are: [C-]#N.[K+].[Cl-].[Cs+].CC(C)(O)[C:8]#[N:9].[C:12]([O:16][C:17](=[O:41])[C:18]1[CH:23]=[CH:22][C:21]([C:24](=[O:39])/[CH:25]=[C:26](\[C:31]2[CH:36]=[C:35]([Cl:37])[CH:34]=[C:33]([Cl:38])[CH:32]=2)/[C:27]([F:30])([F:29])[F:28])=[CH:20][C:19]=1[CH3:40])([CH3:15])([CH3:14])[CH3:13]. (3) Given the product [F:1][C:2]1[CH:3]=[CH:4][C:5]([O:10][CH3:11])=[C:6]([CH2:7][OH:8])[CH:9]=1, predict the reactants needed to synthesize it. The reactants are: [F:1][C:2]1[CH:3]=[CH:4][C:5]([O:10][CH3:11])=[C:6]([CH:9]=1)[CH:7]=[O:8].[BH4-].[Na+]. (4) The reactants are: [C:1]([NH:8][CH2:9][C:10]([OH:12])=O)([O:3][C:4]([CH3:7])([CH3:6])[CH3:5])=[O:2].[CH2:13]1[CH2:18][CH2:17][CH:16]([N:19]=C=[N:19][CH:16]2[CH2:17][CH2:18][CH2:13][CH2:14][CH2:15]2)[CH2:15][CH2:14]1.NC1C=CC=CC=1. Given the product [C:16]1([NH:19][C:10]([CH2:9][NH:8][C:1](=[O:2])[O:3][C:4]([CH3:5])([CH3:6])[CH3:7])=[O:12])[CH:17]=[CH:18][CH:13]=[CH:14][CH:15]=1, predict the reactants needed to synthesize it. (5) Given the product [CH2:1]([C:3]1[C:8](=[O:9])[NH:7][C:6]([CH3:10])=[C:5]([C:11]2[CH:16]=[CH:15][C:14]([C:17]([N:23]3[CH2:24][CH2:25][CH:21]([OH:20])[CH2:22]3)=[O:19])=[CH:13][N:12]=2)[CH:4]=1)[CH3:2], predict the reactants needed to synthesize it. The reactants are: [CH2:1]([C:3]1[C:8](=[O:9])[NH:7][C:6]([CH3:10])=[C:5]([C:11]2[CH:16]=[CH:15][C:14]([C:17]([OH:19])=O)=[CH:13][N:12]=2)[CH:4]=1)[CH3:2].[OH:20][CH:21]1[CH2:25][CH2:24][NH:23][CH2:22]1.